Task: Predict the reactants needed to synthesize the given product.. Dataset: Full USPTO retrosynthesis dataset with 1.9M reactions from patents (1976-2016) (1) Given the product [CH2:21]1[C:20]2([CH2:23][N:16]([C:8]3[CH:7]=[C:6]([C:5]4[C:4](=[O:31])[NH:60][C:58](=[O:59])[C:57]=4[C:49]4[C:50]5[C:55](=[CH:54][CH:53]=[CH:52][CH:51]=5)[N:63]([CH3:61])[CH:48]=4)[C:15]4[C:10]([CH:9]=3)=[CH:11][CH:12]=[CH:13][CH:14]=4)[CH2:17][CH2:18][NH:19]2)[CH2:22]1, predict the reactants needed to synthesize it. The reactants are: C(O[C:4](=[O:31])[CH2:5][C:6]1[C:15]2[C:10](=[CH:11][CH:12]=[CH:13][CH:14]=2)[CH:9]=[C:8]([N:16]2[CH2:23][C:20]3([CH2:22][CH2:21]3)[N:19](CC3C=CC=CC=3)[CH2:18][CH2:17]2)[CH:7]=1)C.C(N1CCN(C2[CH:48]=[C:49]([CH2:57][C:58]([NH2:60])=[O:59])[C:50]3[C:55](C=2)=[CH:54][CH:53]=[CH:52][CH:51]=3)CC21CC2)C1C=CC=CC=1.[CH:61]([NH2:63])=O.C[O-].[Na+]. (2) The reactants are: C(O[C:5]1[CH:10]=[CH:9][C:8]([O:11][CH:12]([CH3:14])[CH3:13])=[CH:7][C:6]=1[C:15]1[NH:28][C:18]2=[N:19][CH:20]=[C:21]([C:23]([O:25]CC)=[O:24])[CH:22]=[C:17]2[N:16]=1)(C)C.[OH-].[Na+].[C:31](O)(=O)[CH2:32][C:33]([CH2:38][C:39](O)=O)(C(O)=O)O.[CH2:44]([OH:46])[CH3:45]. Given the product [CH2:44]([O:46][C:10]1[CH:5]=[C:6]([C:15]2[NH:28][C:18]3=[N:19][CH:20]=[C:21]([C:23]([OH:25])=[O:24])[CH:22]=[C:17]3[N:16]=2)[CH:7]=[C:8]([O:11][CH:12]([CH3:14])[CH3:13])[CH:9]=1)[C:45]1[CH:39]=[CH:38][CH:33]=[CH:32][CH:31]=1, predict the reactants needed to synthesize it. (3) Given the product [OH:16][C:13]([C:10]1[N:9]([CH3:17])[C:8]([C:5]2[S:6][CH:7]=[C:3]([C:2]([OH:31])=[O:1])[N:4]=2)=[N:12][N:11]=1)([CH3:14])[CH3:15], predict the reactants needed to synthesize it. The reactants are: [OH:1][CH2:2][C:3]1[N:4]=[C:5]([C:8]2[N:9]([CH3:17])[C:10]([C:13]([OH:16])([CH3:15])[CH3:14])=[N:11][N:12]=2)[S:6][CH:7]=1.CC1(C)N([O])C(C)(C)CCC1.C(O)(=[O:31])C.C(O)(=O)C.IC1C=CC=CC=1.C([O-])([O-])=O.[Na+].[Na+]. (4) Given the product [Br:10][CH2:11][C:12]1[CH:17]=[CH:16][C:15]([C:18]([F:7])([C:23]([F:26])([F:25])[F:24])[C:19]([F:22])([F:21])[F:20])=[CH:14][CH:13]=1, predict the reactants needed to synthesize it. The reactants are: C(N(S(F)(F)[F:7])CC)C.[Br:10][CH2:11][C:12]1[CH:17]=[CH:16][C:15]([C:18](O)([C:23]([F:26])([F:25])[F:24])[C:19]([F:22])([F:21])[F:20])=[CH:14][CH:13]=1.